Dataset: Forward reaction prediction with 1.9M reactions from USPTO patents (1976-2016). Task: Predict the product of the given reaction. (1) Given the reactants [F:1][C:2]1[CH:7]=[CH:6][C:5]([F:8])=[CH:4][C:3]=1[CH:9]([S:23]([C:26]1[CH:31]=[CH:30][C:29]([F:32])=[CH:28][CH:27]=1)(=[O:25])=[O:24])[C:10]1[C:11]([CH3:22])=[CH:12][C:13]([C:16]([NH:18][CH2:19][CH2:20]O)=[O:17])=[N:14][CH:15]=1.C(Cl)[Cl:34], predict the reaction product. The product is: [Cl:34][CH2:20][CH2:19][NH:18][C:16]([C:13]1[CH:12]=[C:11]([CH3:22])[C:10]([CH:9]([C:3]2[CH:4]=[C:5]([F:8])[CH:6]=[CH:7][C:2]=2[F:1])[S:23]([C:26]2[CH:31]=[CH:30][C:29]([F:32])=[CH:28][CH:27]=2)(=[O:25])=[O:24])=[CH:15][N:14]=1)=[O:17]. (2) Given the reactants [Cl:1][C:2]1[CH:7]=[CH:6][CH:5]=[C:4]([N+:8]([O-:10])=[O:9])[C:3]=1[CH3:11].[Br:12]N1C(=O)CCC1=O.C(OOC(=O)C1C=CC=CC=1)(=O)C1C=CC=CC=1, predict the reaction product. The product is: [Br:12][CH2:11][C:3]1[C:4]([N+:8]([O-:10])=[O:9])=[CH:5][CH:6]=[CH:7][C:2]=1[Cl:1]. (3) Given the reactants [OH:1][C@@:2]1([C:36]([F:39])([F:38])[F:37])[C:14]2[CH:13]=[C:12]([O:15][CH2:16][CH2:17][CH2:18][C:19]([OH:22])([CH3:21])[CH3:20])[CH:11]=[C:10]([C:23]3[CH:24]=[N:25][N:26]([C:28]([CH3:35])([CH3:34])[C:29]([O:31]CC)=[O:30])[CH:27]=3)[C:9]=2[C:8]2[C:3]1=[CH:4][CH:5]=[CH:6][CH:7]=2.[OH-].[Na+].Cl, predict the reaction product. The product is: [OH:1][C@@:2]1([C:36]([F:38])([F:39])[F:37])[C:14]2[CH:13]=[C:12]([O:15][CH2:16][CH2:17][CH2:18][C:19]([OH:22])([CH3:21])[CH3:20])[CH:11]=[C:10]([C:23]3[CH:24]=[N:25][N:26]([C:28]([CH3:34])([CH3:35])[C:29]([OH:31])=[O:30])[CH:27]=3)[C:9]=2[C:8]2[C:3]1=[CH:4][CH:5]=[CH:6][CH:7]=2. (4) Given the reactants [CH3:1][O:2][C:3]([NH:5][C@H:6]([C:11]([OH:13])=O)[C:7]([CH3:10])([CH3:9])[CH3:8])=[O:4].CN(C)CCCN=C=NCC.C1C=CC2N(O)N=NC=2C=1.CN1CCOCC1.[C:42]([O:46][C:47]([CH3:50])([CH3:49])[CH3:48])(=[O:45])[NH:43][NH2:44], predict the reaction product. The product is: [C:47]([O:46][C:42]([NH:43][NH:44][C:11](=[O:13])[CH:6]([NH:5][C:3]([O:2][CH3:1])=[O:4])[C:7]([CH3:8])([CH3:9])[CH3:10])=[O:45])([CH3:50])([CH3:49])[CH3:48]. (5) Given the reactants [Cl:1][C:2]1[CH:3]=[C:4]([C:12](Cl)=[O:13])[CH:5]=[N:6][C:7]=1[O:8][CH:9]([CH3:11])[CH3:10].O[NH:16][C:17](=[NH:37])[C:18]1[CH:27]=[CH:26][CH:25]=[C:24]2[C:19]=1[CH:20]=[CH:21][N:22]=[C:23]2[CH2:28][CH2:29][C:30]([O:32][C:33]([CH3:36])([CH3:35])[CH3:34])=[O:31].C(N(CC)CC)C, predict the reaction product. The product is: [Cl:1][C:2]1[CH:3]=[C:4]([C:12]2[O:13][N:16]=[C:17]([C:18]3[CH:27]=[CH:26][CH:25]=[C:24]4[C:19]=3[CH:20]=[CH:21][N:22]=[C:23]4[CH2:28][CH2:29][C:30]([O:32][C:33]([CH3:36])([CH3:35])[CH3:34])=[O:31])[N:37]=2)[CH:5]=[N:6][C:7]=1[O:8][CH:9]([CH3:11])[CH3:10]. (6) Given the reactants Br[C:2]1[N:3]=[C:4]([C:23]#[C:24][Si](C)(C)C)[C:5]([N:8]([C:16]([O:18][C:19]([CH3:22])([CH3:21])[CH3:20])=[O:17])[C:9](=[O:15])[O:10][C:11]([CH3:14])([CH3:13])[CH3:12])=[N:6][CH:7]=1.[CH:29]([S:32]([C:35]1[CH:40]=[CH:39][C:38](B(O)O)=[CH:37][CH:36]=1)(=[O:34])=[O:33])([CH3:31])[CH3:30].[O-]P([O-])([O-])=O.[K+].[K+].[K+].S(S([O-])=O)([O-])(=O)=O.[Na+].[Na+], predict the reaction product. The product is: [C:23]([C:4]1[C:5]([N:8]([C:16]([O:18][C:19]([CH3:22])([CH3:21])[CH3:20])=[O:17])[C:9](=[O:15])[O:10][C:11]([CH3:14])([CH3:13])[CH3:12])=[N:6][CH:7]=[C:2]([C:38]2[CH:37]=[CH:36][C:35]([S:32]([CH:29]([CH3:31])[CH3:30])(=[O:34])=[O:33])=[CH:40][CH:39]=2)[N:3]=1)#[CH:24]. (7) Given the reactants [CH2:1]([O:8][CH2:9][C@@H:10](O)[CH2:11][O:12][C:13]([C:26]1[CH:31]=[CH:30][CH:29]=[CH:28][CH:27]=1)([C:20]1[CH:25]=[CH:24][CH:23]=[CH:22][CH:21]=1)[C:14]1[CH:19]=[CH:18][CH:17]=[CH:16][CH:15]=1)[C:2]1[CH:7]=[CH:6][CH:5]=[CH:4][CH:3]=1.N12CCCN=C1CCCCC2.[F:44]C(F)(C(F)(F)F)C(F)(F)C(F)(F)S(F)(=O)=O, predict the reaction product. The product is: [CH2:1]([O:8][CH2:9][C@H:10]([F:44])[CH2:11][O:12][C:13]([C:26]1[CH:31]=[CH:30][CH:29]=[CH:28][CH:27]=1)([C:20]1[CH:25]=[CH:24][CH:23]=[CH:22][CH:21]=1)[C:14]1[CH:19]=[CH:18][CH:17]=[CH:16][CH:15]=1)[C:2]1[CH:7]=[CH:6][CH:5]=[CH:4][CH:3]=1.